Dataset: CYP2D6 inhibition data for predicting drug metabolism from PubChem BioAssay. Task: Regression/Classification. Given a drug SMILES string, predict its absorption, distribution, metabolism, or excretion properties. Task type varies by dataset: regression for continuous measurements (e.g., permeability, clearance, half-life) or binary classification for categorical outcomes (e.g., BBB penetration, CYP inhibition). Dataset: cyp2d6_veith. (1) The compound is Nc1cc(Cl)ccc1Oc1ccccc1. The result is 0 (non-inhibitor). (2) The compound is CC1(C)CC2(CC(c3cccs3)c3cc(Cl)c(O)cc3O2)NC(=S)N1. The result is 0 (non-inhibitor). (3) The drug is CSc1nc2n(n1)C(c1cccc(F)c1)C(C(=O)Nc1ccc(C)cc1C)=C(C)N2. The result is 0 (non-inhibitor). (4) The drug is COCCn1c(=O)c(C)nc2cnc(Oc3cccc(Cl)c3)nc21. The result is 0 (non-inhibitor). (5) The molecule is CC(=O)CCCCn1c(=O)c2c(ncn2C)n(C)c1=O. The result is 0 (non-inhibitor).